This data is from Forward reaction prediction with 1.9M reactions from USPTO patents (1976-2016). The task is: Predict the product of the given reaction. Given the reactants [CH2:1]([O:8][C@@H:9]1[CH2:14][CH2:13][C@H:12]([C:15](N(OC)C)=[O:16])[CH2:11][CH2:10]1)[C:2]1[CH:7]=[CH:6][CH:5]=[CH:4][CH:3]=1.[CH3:21][Li].Cl, predict the reaction product. The product is: [CH2:1]([O:8][C@@H:9]1[CH2:10][CH2:11][C@H:12]([C:15](=[O:16])[CH3:21])[CH2:13][CH2:14]1)[C:2]1[CH:3]=[CH:4][CH:5]=[CH:6][CH:7]=1.